From a dataset of Reaction yield outcomes from USPTO patents with 853,638 reactions. Predict the reaction yield, written as a fraction of the theoretical maximum amount of product (1.0 means a 100% yield; for example, 0.34 means a 34% yield). (1) The reactants are [Br:1][C:2]1[CH:3]=[CH:4][C:5]([S:8](Cl)(=[O:10])=[O:9])=[N:6][CH:7]=1.[CH3:12][N:13]1[CH2:18][CH2:17][NH:16][CH2:15][CH2:14]1.C([O-])(O)=O.[Na+]. The catalyst is C(Cl)Cl. The product is [Br:1][C:2]1[CH:3]=[CH:4][C:5]([S:8]([N:16]2[CH2:17][CH2:18][N:13]([CH3:12])[CH2:14][CH2:15]2)(=[O:10])=[O:9])=[N:6][CH:7]=1. The yield is 0.890. (2) The reactants are [F:1][C:2]1[CH:7]=[CH:6][C:5]([CH2:8][C:9]2[C:10]([N:16]3[CH2:22][C:21]4[CH:23]=[C:24]([C:27]5[CH:28]=[C:29]6[NH:35][C:34]([NH:36]C(=O)OC)=[N:33][C:30]6=[N:31][CH:32]=5)[CH:25]=[CH:26][C:20]=4[O:19][CH2:18][CH2:17]3)=[N:11][CH:12]=[N:13][C:14]=2[CH3:15])=[CH:4][CH:3]=1.Cl. The catalyst is CO.[OH-].[K+]. The product is [F:1][C:2]1[CH:7]=[CH:6][C:5]([CH2:8][C:9]2[C:10]([N:16]3[CH2:22][C:21]4[CH:23]=[C:24]([C:27]5[CH:28]=[C:29]6[NH:35][C:34]([NH2:36])=[N:33][C:30]6=[N:31][CH:32]=5)[CH:25]=[CH:26][C:20]=4[O:19][CH2:18][CH2:17]3)=[N:11][CH:12]=[N:13][C:14]=2[CH3:15])=[CH:4][CH:3]=1. The yield is 0.670. (3) The catalyst is C(#N)C.O. The yield is 0.210. The reactants are [Cl:1][C:2]1[CH:3]=[CH:4][C:5]2[CH2:11][N:10]([C@@H:12]3[CH2:16][CH2:15][NH:14][CH2:13]3)[CH2:9][C:8](=[O:17])[N:7]([CH2:18][CH3:19])[C:6]=2[CH:20]=1.C([O-])([O-])=O.[K+].[K+].Br[CH2:28][CH2:29][CH:30]=[C:31]1[C:37]2[CH:38]=[CH:39][CH:40]=[N:41][C:36]=2[CH2:35][O:34][C:33]2[CH:42]=[CH:43][C:44]([C:46]([OH:49])([CH3:48])[CH3:47])=[CH:45][C:32]1=2. The product is [Cl:1][C:2]1[CH:3]=[CH:4][C:5]2[CH2:11][N:10]([C@@H:12]3[CH2:16][CH2:15][N:14]([CH2:28][CH2:29][CH:30]=[C:31]4[C:37]5[CH:38]=[CH:39][CH:40]=[N:41][C:36]=5[CH2:35][O:34][C:33]5[CH:42]=[CH:43][C:44]([C:46]([OH:49])([CH3:48])[CH3:47])=[CH:45][C:32]4=5)[CH2:13]3)[CH2:9][C:8](=[O:17])[N:7]([CH2:18][CH3:19])[C:6]=2[CH:20]=1. (4) The reactants are [OH:1][C:2]1[CH:11]=[C:10]2[C:5]([C:6]([O:12][C:13]3[CH:18]=[CH:17][C:16]([NH:19][C:20]([C:22]4[C:23](=[O:35])[N:24]([C:29]5[CH:34]=[CH:33][CH:32]=[CH:31][CH:30]=5)[N:25]([CH3:28])[C:26]=4[CH3:27])=[O:21])=[CH:15][CH:14]=3)=[CH:7][CH:8]=[N:9]2)=[CH:4][C:3]=1[O:36][CH3:37].[O:38]1[CH2:40][CH2:39]1.C([O-])([O-])=O.[K+].[K+]. The catalyst is CN(C=O)C.O. The product is [OH:38][CH2:39][CH2:40][O:1][C:2]1[CH:11]=[C:10]2[C:5]([C:6]([O:12][C:13]3[CH:14]=[CH:15][C:16]([NH:19][C:20]([C:22]4[C:23](=[O:35])[N:24]([C:29]5[CH:30]=[CH:31][CH:32]=[CH:33][CH:34]=5)[N:25]([CH3:28])[C:26]=4[CH3:27])=[O:21])=[CH:17][CH:18]=3)=[CH:7][CH:8]=[N:9]2)=[CH:4][C:3]=1[O:36][CH3:37]. The yield is 0.150. (5) The reactants are O1CCCCC1[N:7]1[C:15]2[C:10](=[CH:11][C:12]([C:16]3[N:20]=[CH:19][N:18](C(C4C=CC=CC=4)(C4C=CC=CC=4)C4C=CC=CC=4)[N:17]=3)=[CH:13][CH:14]=2)[C:9]([C:40]2[CH:41]=[C:42]([CH:47]=[CH:48][CH:49]=2)[C:43](OC)=[O:44])=[N:8]1.[OH-].[Li+].ON1C2C=CC=CC=2N=N1.[CH:62]1([NH2:67])[CH2:66][CH2:65][CH2:64][CH2:63]1.Cl.C(N=C=NCCCN(C)C)C.Cl. The catalyst is O1CCCC1.O.O1CCOCC1. The product is [NH:18]1[CH:19]=[N:20][C:16]([C:12]2[CH:11]=[C:10]3[C:15](=[CH:14][CH:13]=2)[NH:7][N:8]=[C:9]3[C:40]2[CH:41]=[C:42]([C:43]([NH:67][CH:62]3[CH2:66][CH2:65][CH2:64][CH2:63]3)=[O:44])[CH:47]=[CH:48][CH:49]=2)=[N:17]1. The yield is 0.0500. (6) The reactants are [C:1]([C:4]1[N:5]=[C:6]([CH2:9][N:10]2[CH:14]=[C:13]([C:15]([O:17][CH2:18][CH3:19])=[O:16])[CH:12]=[N:11]2)[S:7][CH:8]=1)(=O)[NH2:2].COC1C=CC(P2(=S)SP(=S)(C3C=CC(OC)=CC=3)[S:29]2)=CC=1.C(=O)([O-])O.[Na+]. The catalyst is C1(C)C=CC=CC=1. The product is [C:1]([C:4]1[N:5]=[C:6]([CH2:9][N:10]2[CH:14]=[C:13]([C:15]([O:17][CH2:18][CH3:19])=[O:16])[CH:12]=[N:11]2)[S:7][CH:8]=1)(=[S:29])[NH2:2]. The yield is 0.360.